From a dataset of Forward reaction prediction with 1.9M reactions from USPTO patents (1976-2016). Predict the product of the given reaction. (1) Given the reactants [CH3:1][O:2][C:3]1[CH:8]=[CH:7][C:6]([N:9]2[C:13]([C:14]([O:16][CH3:17])=[O:15])=[CH:12][C:11]([C:18]([OH:20])=[O:19])=[N:10]2)=[CH:5][CH:4]=1.[CH:21](N(C(C)C)CC)(C)[CH3:22].C(O)C, predict the reaction product. The product is: [CH3:1][O:2][C:3]1[CH:8]=[CH:7][C:6]([N:9]2[C:13]([C:14]([O:16][CH3:17])=[O:15])=[CH:12][C:11]([C:18]([O:20][CH2:21][CH3:22])=[O:19])=[N:10]2)=[CH:5][CH:4]=1. (2) Given the reactants [OH:1][CH:2]1[CH2:7][CH2:6][NH:5][CH2:4][CH2:3]1.C(N(CC)CC)C.ClCCl.[C:18](O[C:18]([O:20][C:21]([CH3:24])([CH3:23])[CH3:22])=[O:19])([O:20][C:21]([CH3:24])([CH3:23])[CH3:22])=[O:19], predict the reaction product. The product is: [OH:1][CH:2]1[CH2:7][CH2:6][N:5]([C:18]([O:20][C:21]([CH3:24])([CH3:23])[CH3:22])=[O:19])[CH2:4][CH2:3]1. (3) Given the reactants [F:1][C:2]([F:22])([F:21])[C:3]([N:5]([C@@H:12]1[CH2:14][C@H:13]1[C:15]1[CH:20]=[CH:19][CH:18]=[CH:17][CH:16]=1)[CH2:6][C@H:7]1[CH2:11][CH2:10][NH:9][CH2:8]1)=[O:4].[C:23]([O:27][C:28]([CH3:31])([CH3:30])[CH3:29])(=[O:26])[CH:24]=[CH2:25].C(N(CC)CC)C, predict the reaction product. The product is: [F:22][C:2]([F:1])([F:21])[C:3]([N:5]([CH2:6][C@H:7]1[CH2:11][CH2:10][N:9]([CH2:25][CH2:24][C:23]([O:27][C:28]([CH3:31])([CH3:30])[CH3:29])=[O:26])[CH2:8]1)[C@@H:12]1[CH2:14][C@H:13]1[C:15]1[CH:20]=[CH:19][CH:18]=[CH:17][CH:16]=1)=[O:4]. (4) Given the reactants [O:1]=[C:2]1[C:10]2[N:9]([CH2:11][C:12](=[O:19])[NH:13][CH2:14][C:15](=O)[CH2:16][CH3:17])[N:8]=[C:7]([C:20]([O:22][CH2:23][CH3:24])=[O:21])[C:6]=2[CH2:5][CH2:4][CH2:3]1.P(Cl)(Cl)(Cl)=O.[OH-].[Na+], predict the reaction product. The product is: [CH2:16]([C:15]1[O:19][C:12]([CH2:11][N:9]2[C:10]3[C:2](=[O:1])[CH2:3][CH2:4][CH2:5][C:6]=3[C:7]([C:20]([O:22][CH2:23][CH3:24])=[O:21])=[N:8]2)=[N:13][CH:14]=1)[CH3:17]. (5) The product is: [CH:1]([N:5]1[CH:13]=[N:12][C:11]2[C:6]1=[N:7][C:8]([Cl:15])=[N:9][C:10]=2[C:20]1[N:21]=[CH:22][C:17]([NH2:16])=[N:18][CH:19]=1)([CH2:3][CH3:4])[CH3:2]. Given the reactants [CH:1]([N:5]1[CH:13]=[N:12][C:11]2[C:6]1=[N:7][C:8]([Cl:15])=[N:9][C:10]=2Cl)([CH2:3][CH3:4])[CH3:2].[NH2:16][C:17]1[N:18]=[CH:19][C:20](B2OC(C)(C)C(C)(C)O2)=[N:21][CH:22]=1.ClCCl.C(=O)([O-])[O-].[Na+].[Na+], predict the reaction product. (6) Given the reactants [C:1]([O:5][C:6]([N:8]1[CH2:13][CH2:12][CH2:11][C:10]([NH:17]C(OCC2C=CC=CC=2)=O)([CH2:14][CH2:15][OH:16])[CH2:9]1)=[O:7])([CH3:4])([CH3:3])[CH3:2], predict the reaction product. The product is: [C:1]([O:5][C:6]([N:8]1[CH2:13][CH2:12][CH2:11][C:10]([NH2:17])([CH2:14][CH2:15][OH:16])[CH2:9]1)=[O:7])([CH3:4])([CH3:2])[CH3:3]. (7) The product is: [Cl:27][CH2:26][CH2:25][N:24]([P:8]([N:4]([CH2:3][CH2:2][Cl:1])[CH2:5][CH2:6][Cl:7])([O:10][CH2:11][CH2:12][S:13][CH2:14][C:15]1[CH:20]=[CH:19][C:18]([C:21]([NH:45][CH2:44][C:43]([O:42][CH2:40][CH3:41])=[O:46])=[O:22])=[CH:17][CH:16]=1)=[O:9])[CH2:28][CH2:29][Cl:30]. Given the reactants [Cl:1][CH2:2][CH2:3][N:4]([P:8]([N:24]([CH2:28][CH2:29][Cl:30])[CH2:25][CH2:26][Cl:27])([O:10][CH2:11][CH2:12][S:13][CH2:14][C:15]1[CH:20]=[CH:19][C:18]([C:21](O)=[O:22])=[CH:17][CH:16]=1)=[O:9])[CH2:5][CH2:6][Cl:7].C(N(C(C)C)CC)(C)C.[CH2:40]([O:42][C:43](=[O:46])[CH2:44][NH2:45])[CH3:41].CN(C(ON1N=NC2C=CC=CC1=2)=[N+](C)C)C.F[P-](F)(F)(F)(F)F, predict the reaction product. (8) Given the reactants [C:1]([C:5]1[CH:10]=[CH:9][C:8]([CH2:11][C:12](Cl)=[O:13])=[C:7]([O:15][CH3:16])[CH:6]=1)([CH3:4])([CH3:3])[CH3:2].[CH3:17][NH:18][CH3:19], predict the reaction product. The product is: [C:1]([C:5]1[CH:10]=[CH:9][C:8]([CH2:11][C:12]([N:18]([CH3:19])[CH3:17])=[O:13])=[C:7]([O:15][CH3:16])[CH:6]=1)([CH3:4])([CH3:3])[CH3:2]. (9) Given the reactants Br[C:2]([CH3:16])([CH3:15])[C:3]([C:5]1[CH:10]=[CH:9][C:8]([S:11]([CH3:14])(=[O:13])=[O:12])=[CH:7][CH:6]=1)=[O:4].[CH3:17][O-:18].[Na+].COC1(C2C=CC(SC)=CC=2)C2(CCCCC2)O1, predict the reaction product. The product is: [CH3:17][O:18][C:3]1([C:5]2[CH:10]=[CH:9][C:8]([S:11]([CH3:14])(=[O:13])=[O:12])=[CH:7][CH:6]=2)[C:2]([CH3:16])([CH3:15])[O:4]1.